This data is from Catalyst prediction with 721,799 reactions and 888 catalyst types from USPTO. The task is: Predict which catalyst facilitates the given reaction. (1) Reactant: [NH2:1][C:2]([C@@H:4]1[CH2:8][C@H:7]([F:9])[CH2:6][N:5]1C(OC(C)(C)C)=O)=[O:3].[ClH:17]. Product: [ClH:17].[F:9][C@@H:7]1[CH2:6][NH:5][C@H:4]([C:2]([NH2:1])=[O:3])[CH2:8]1. The catalyst class is: 12. (2) Reactant: [CH:1]1([C:4]2[CH:5]=[C:6]([C:14](=O)[C:15](C3C=CC=C(C#CCCCOC)C=3)=O)[CH:7]=[CH:8][C:9]=2[O:10][CH:11]([F:13])[F:12])[CH2:3][CH2:2]1.Cl.[CH3:32][NH:33][C:34]([NH2:36])=[NH:35].[C:37](=[O:40])([O-])[O-].[Na+].[Na+].[CH2:43]([O:45][CH2:46][CH3:47])C. Product: [NH2:35][C:34]1[N:33]([CH3:32])[C:37](=[O:40])[C:14]([C:6]2[CH:7]=[CH:8][C:9]([O:10][CH:11]([F:12])[F:13])=[C:4]([CH:1]3[CH2:2][CH2:3]3)[CH:5]=2)([C:15]2[CH:3]=[CH:2][CH:1]=[C:4]([C:9]#[C:8][CH2:7][CH2:47][CH2:46][O:45][CH3:43])[CH:5]=2)[N:36]=1. The catalyst class is: 32. (3) Reactant: [Br:1][C:2]1[CH:13]=[CH:12][CH:11]=[CH:10][C:3]=1[CH2:4][CH2:5][S:6](Cl)(=[O:8])=[O:7].[F:14][C:15]1[CH:21]=[CH:20][CH:19]=[CH:18][C:16]=1[NH2:17].N1C=CC=CC=1. Product: [Br:1][C:2]1[CH:13]=[CH:12][CH:11]=[CH:10][C:3]=1[CH2:4][CH2:5][S:6]([NH:17][C:16]1[CH:18]=[CH:19][CH:20]=[CH:21][C:15]=1[F:14])(=[O:8])=[O:7]. The catalyst class is: 646. (4) Reactant: [C:1]([O:5][C:6]([NH:8][C:9]1([C@H:12]2[CH2:16][N:15]([C@H:17]([C:19]3[CH:24]=[CH:23][CH:22]=[CH:21][CH:20]=3)[CH3:18])[C:14](=O)[CH2:13]2)[CH2:11][CH2:10]1)=[O:7])([CH3:4])([CH3:3])[CH3:2].C(=O)([O-])[O-].[K+].[K+]. Product: [C:1]([O:5][C:6]([NH:8][C:9]1([C@@H:12]2[CH2:13][CH2:14][N:15]([C@H:17]([C:19]3[CH:20]=[CH:21][CH:22]=[CH:23][CH:24]=3)[CH3:18])[CH2:16]2)[CH2:10][CH2:11]1)=[O:7])([CH3:2])([CH3:3])[CH3:4]. The catalyst class is: 7. (5) Reactant: C(OC(=O)[NH:7][C:8]1[CH:13]=[C:12]([N:14]([CH:16]([CH3:18])[CH3:17])[CH3:15])[C:11]([Cl:19])=[CH:10][C:9]=1[NH:20][C:21](=[O:44])[CH2:22][C:23](=O)[C:24]1[CH:29]=[CH:28][CH:27]=[C:26]([N:30]2[C:34]([CH2:35][O:36]C3CCCCO3)=[CH:33][N:32]=[N:31]2)[CH:25]=1)(C)(C)C.C(O)(C(F)(F)F)=O. Product: [Cl:19][C:11]1[C:12]([N:14]([CH:16]([CH3:18])[CH3:17])[CH3:15])=[CH:13][C:8]2[N:7]=[C:23]([C:24]3[CH:29]=[CH:28][CH:27]=[C:26]([N:30]4[C:34]([CH2:35][OH:36])=[CH:33][N:32]=[N:31]4)[CH:25]=3)[CH2:22][C:21](=[O:44])[NH:20][C:9]=2[CH:10]=1. The catalyst class is: 2. (6) Reactant: CN(C(ON1N=NC2C=CC=NC1=2)=[N+](C)C)C.F[P-](F)(F)(F)(F)F.[F:25][C:26]1[NH:31][C:30](=[N:32][NH2:33])[CH:29]=[C:28]([C:34]2[CH:39]=[CH:38][N:37]=[C:36]([NH:40][C:41]3[N:42]([CH3:46])[N:43]=[CH:44][CH:45]=3)[N:35]=2)[CH:27]=1.[CH2:47]([CH:54]([CH2:58][O:59][Si:60]([C:63]([CH3:66])([CH3:65])[CH3:64])([CH3:62])[CH3:61])[C:55](O)=[O:56])[C:48]1[CH:53]=[CH:52][CH:51]=[CH:50][CH:49]=1. Product: [CH2:47]([CH:54]([CH2:58][O:59][Si:60]([C:63]([CH3:66])([CH3:65])[CH3:64])([CH3:61])[CH3:62])[C:55]([NH:33][N:32]=[C:30]1[CH:29]=[C:28]([C:34]2[CH:39]=[CH:38][N:37]=[C:36]([NH:40][C:41]3[N:42]([CH3:46])[N:43]=[CH:44][CH:45]=3)[N:35]=2)[CH:27]=[C:26]([F:25])[NH:31]1)=[O:56])[C:48]1[CH:53]=[CH:52][CH:51]=[CH:50][CH:49]=1. The catalyst class is: 3. (7) Reactant: [Br:1][C:2]1[CH:7]=[CH:6][C:5]([CH2:8][CH2:9][C:10]([NH:15][C:16](=[O:18])[CH3:17])([CH2:13][OH:14])[CH2:11][OH:12])=[CH:4][CH:3]=1.CO[C:21](OC)([CH3:23])[CH3:22].C1(C)C=CC(S(O)(=O)=O)=CC=1. Product: [Br:1][C:2]1[CH:7]=[CH:6][C:5]([CH2:8][CH2:9][C:10]2([NH:15][C:16](=[O:18])[CH3:17])[CH2:11][O:12][C:21]([CH3:23])([CH3:22])[O:14][CH2:13]2)=[CH:4][CH:3]=1. The catalyst class is: 21.